Dataset: Full USPTO retrosynthesis dataset with 1.9M reactions from patents (1976-2016). Task: Predict the reactants needed to synthesize the given product. (1) Given the product [I:24][CH:10]1[C:11](=[O:13])[NH:12][C:6]2[CH:5]=[C:4]([N+:1]([O-:3])=[O:2])[CH:15]=[CH:14][C:7]=2[CH2:8][CH2:9]1, predict the reactants needed to synthesize it. The reactants are: [N+:1]([C:4]1[CH:15]=[CH:14][C:7]2[CH2:8][CH2:9][CH2:10][C:11](=[O:13])[NH:12][C:6]=2[CH:5]=1)([O-:3])=[O:2].CN(C)CCN(C)C.[I:24][Si](C)(C)C.II. (2) Given the product [CH3:32][C:27]1[CH:28]=[C:29]([CH3:31])[N:30]=[C:25]([N:7]2[CH2:8][CH:4]3[CH:5]([CH2:1][N:2]([C:9]([C:11]4[CH:16]=[CH:15][C:14]([O:17][CH3:18])=[CH:13][C:12]=4[N:19]4[N:20]=[CH:21][CH:22]=[N:23]4)=[O:10])[CH2:3]3)[CH2:6]2)[N:26]=1, predict the reactants needed to synthesize it. The reactants are: [CH2:1]1[CH:5]2[CH2:6][NH:7][CH2:8][CH:4]2[CH2:3][N:2]1[C:9]([C:11]1[CH:16]=[CH:15][C:14]([O:17][CH3:18])=[CH:13][C:12]=1[N:19]1[N:23]=[CH:22][CH:21]=[N:20]1)=[O:10].Cl[C:25]1[N:30]=[C:29]([CH3:31])[CH:28]=[C:27]([CH3:32])[N:26]=1.